From a dataset of Forward reaction prediction with 1.9M reactions from USPTO patents (1976-2016). Predict the product of the given reaction. Given the reactants Br[C:2]1[CH:10]=[CH:9][C:5]([C:6]([OH:8])=[O:7])=[C:4]([Cl:11])[CH:3]=1.[F:12][C:13]1[CH:18]=[CH:17][C:16](B(O)O)=[CH:15][CH:14]=1.C(=O)([O-])[O-].[Na+].[Na+], predict the reaction product. The product is: [Cl:11][C:4]1[CH:3]=[C:2]([C:16]2[CH:17]=[CH:18][C:13]([F:12])=[CH:14][CH:15]=2)[CH:10]=[CH:9][C:5]=1[C:6]([OH:8])=[O:7].